This data is from Catalyst prediction with 721,799 reactions and 888 catalyst types from USPTO. The task is: Predict which catalyst facilitates the given reaction. Reactant: Br[CH2:2][C:3]([NH:5][C:6]1[CH:11]=[CH:10][CH:9]=[C:8]([C:12]2[CH:21]=[N:20][C:19]3[C:14](=[CH:15][CH:16]=[CH:17][CH:18]=3)[N:13]=2)[CH:7]=1)=[O:4].[CH3:22][S-:23].[Na+]. Product: [CH3:22][S:23][CH2:2][C:3]([NH:5][C:6]1[CH:11]=[CH:10][CH:9]=[C:8]([C:12]2[CH:21]=[N:20][C:19]3[C:14](=[CH:15][CH:16]=[CH:17][CH:18]=3)[N:13]=2)[CH:7]=1)=[O:4]. The catalyst class is: 815.